Dataset: Reaction yield outcomes from USPTO patents with 853,638 reactions. Task: Predict the reaction yield, written as a fraction of the theoretical maximum amount of product (1.0 means a 100% yield; for example, 0.34 means a 34% yield). (1) The reactants are [CH3:1][S:2][C:3]1[CH:4]=[CH:5][C:6]([N+:15]([O-])=O)=[C:7]([CH2:9][C:10](OCC)=[O:11])[CH:8]=1. The catalyst is CC(O)=O.[Fe]. The product is [CH3:1][S:2][C:3]1[CH:8]=[C:7]2[C:6](=[CH:5][CH:4]=1)[NH:15][C:10](=[O:11])[CH2:9]2. The yield is 0.890. (2) The reactants are [CH:1]([N:4]1[CH2:9][CH2:8][CH:7]([O:10][C:11]2[CH:19]=[CH:18][C:17]3[N:16]4[CH2:20][CH2:21][NH:22][C:23](=[O:24])[C:15]4=[CH:14][C:13]=3[CH:12]=2)[CH2:6][CH2:5]1)([CH3:3])[CH3:2].[H-].[Na+].Br[CH:28]([C:30]1[CH:35]=[CH:34][CH:33]=[CH:32][CH:31]=1)[CH3:29]. No catalyst specified. The product is [CH:1]([N:4]1[CH2:9][CH2:8][CH:7]([O:10][C:11]2[CH:19]=[CH:18][C:17]3[N:16]4[CH2:20][CH2:21][N:22]([CH:28]([C:30]5[CH:35]=[CH:34][CH:33]=[CH:32][CH:31]=5)[CH3:29])[C:23](=[O:24])[C:15]4=[CH:14][C:13]=3[CH:12]=2)[CH2:6][CH2:5]1)([CH3:3])[CH3:2]. The yield is 0.670. (3) The reactants are Br[Zn][CH2:3][C:4]([O:6][CH2:7][CH3:8])=[O:5].[Cl:9][C:10]1[C:11](=[O:20])[C:12]([Cl:19])=[C:13]([Cl:18])[C:14](=[O:17])[C:15]=1[Cl:16].Cl.C(OCC)(=O)C. The catalyst is C1COCC1. The product is [Cl:9][C:10]1[C:11]([CH2:3][C:4]([O:6][CH2:7][CH3:8])=[O:5])([OH:20])[C:12]([Cl:19])=[C:13]([Cl:18])[C:14](=[O:17])[C:15]=1[Cl:16]. The yield is 0.940.